Dataset: Reaction yield outcomes from USPTO patents with 853,638 reactions. Task: Predict the reaction yield, written as a fraction of the theoretical maximum amount of product (1.0 means a 100% yield; for example, 0.34 means a 34% yield). (1) The product is [OH:40][C:37]([C:34]1[CH:35]=[CH:36][C:31]([C:29]2[N:28]([S:41]([C:44]3[CH:45]=[CH:46][C:47]([CH3:48])=[CH:49][CH:50]=3)(=[O:43])=[O:42])[C:24]3=[N:25][CH:26]=[CH:27][C:22]([C:20]4[CH:19]=[CH:18][C:4]([O:5][C@@H:6]5[CH2:10][CH2:9][NH:8][CH2:7]5)=[C:3]([CH:21]=4)[C:1]#[N:2])=[C:23]3[CH:30]=2)=[CH:32][CH:33]=1)([CH3:38])[CH3:39]. The catalyst is C(Cl)Cl. The reactants are [C:1]([C:3]1[CH:21]=[C:20]([C:22]2[CH:27]=[CH:26][N:25]=[C:24]3[N:28]([S:41]([C:44]4[CH:50]=[CH:49][C:47]([CH3:48])=[CH:46][CH:45]=4)(=[O:43])=[O:42])[C:29]([C:31]4[CH:36]=[CH:35][C:34]([C:37]([OH:40])([CH3:39])[CH3:38])=[CH:33][CH:32]=4)=[CH:30][C:23]=23)[CH:19]=[CH:18][C:4]=1[O:5][C@@H:6]1[CH2:10][CH2:9][N:8](C(OC(C)(C)C)=O)[CH2:7]1)#[N:2].C(O)(C(F)(F)F)=O. The yield is 1.03. (2) The reactants are [F:1][C:2]([F:31])([F:30])[C:3](=O)[C:4](=P(C1C=CC=CC=1)(C1C=CC=CC=1)C1C=CC=CC=1)[C:5]([O:7][CH2:8][CH3:9])=[O:6].C(=O)([O-])[O-].[K+].[K+]. No catalyst specified. The product is [CH2:8]([O:7][C:5](=[O:6])[C:4]#[C:3][C:2]([F:30])([F:31])[F:1])[CH3:9]. The yield is 0.830. (3) The reactants are [C:1]([C:3]1[C:11]2[C:6](=[CH:7][C:8]([N+:12]([O-])=O)=[CH:9][CH:10]=2)[NH:5][CH:4]=1)#[N:2].[CH:15]1(Br)[CH2:18][CH2:17][CH2:16]1.C([O-])([O-])=O.[Cs+].[Cs+]. The catalyst is CN(C=O)C. The product is [NH2:12][C:8]1[CH:7]=[C:6]2[C:11]([C:3]([C:1]#[N:2])=[CH:4][N:5]2[CH:15]2[CH2:18][CH2:17][CH2:16]2)=[CH:10][CH:9]=1. The yield is 0.740.